Dataset: Forward reaction prediction with 1.9M reactions from USPTO patents (1976-2016). Task: Predict the product of the given reaction. (1) Given the reactants [CH3:1][O:2][C:3](=[O:40])[C@@H:4]([NH:31][C:32]([O:34][CH:35]1[CH2:39][CH2:38][CH2:37][CH2:36]1)=[O:33])[CH2:5][CH2:6][CH2:7][CH2:8][CH2:9][CH2:10][CH2:11][NH:12][C:13]1[CH:18]=[CH:17][CH:16]=[CH:15][C:14]=1[S:19](=[O:30])(=[O:29])[NH:20][C:21]([C@@:23]1([NH2:28])[CH2:25][C@H:24]1[CH:26]=[CH2:27])=[O:22].[C:41]([O:45][C:46]([N:48]1[CH2:52][C@H:51]([O:53][C:54]2[CH:59]=[CH:58][C:57]([Cl:60])=[CH:56][N:55]=2)[CH2:50][C@H:49]1[C:61](O)=[O:62])=[O:47])([CH3:44])([CH3:43])[CH3:42].CN(C(ON1N=NC2C=CC=NC1=2)=[N+](C)C)C.F[P-](F)(F)(F)(F)F.CCN(C(C)C)C(C)C, predict the reaction product. The product is: [C:41]([O:45][C:46]([N:48]1[CH2:52][C@H:51]([O:53][C:54]2[CH:59]=[CH:58][C:57]([Cl:60])=[CH:56][N:55]=2)[CH2:50][C@H:49]1[C:61](=[O:62])[NH:28][C@:23]1([C:21]([NH:20][S:19]([C:14]2[CH:15]=[CH:16][CH:17]=[CH:18][C:13]=2[NH:12][CH2:11][CH2:10][CH2:9][CH2:8][CH2:7][CH2:6][CH2:5][C@H:4]([NH:31][C:32]([O:34][CH:35]2[CH2:39][CH2:38][CH2:37][CH2:36]2)=[O:33])[C:3]([O:2][CH3:1])=[O:40])(=[O:29])=[O:30])=[O:22])[CH2:25][C@H:24]1[CH:26]=[CH2:27])=[O:47])([CH3:44])([CH3:43])[CH3:42]. (2) Given the reactants Cl.[F:2][C:3]([F:24])([F:23])[C:4]1[CH:22]=[CH:21][CH:20]=[CH:19][C:5]=1[CH:6]([O:14][CH:15]1[CH2:18][NH:17][CH2:16]1)[C:7]1[CH:12]=[CH:11][C:10]([Cl:13])=[CH:9][CH:8]=1.[N-:25]=[C:26]=[O:27], predict the reaction product. The product is: [F:24][C:3]([F:2])([F:23])[C:4]1[CH:22]=[CH:21][CH:20]=[CH:19][C:5]=1[CH:6]([O:14][CH:15]1[CH2:18][N:17]([C:26]([NH:25][CH2:3][CH2:4][CH2:5][CH3:6])=[O:27])[CH2:16]1)[C:7]1[CH:12]=[CH:11][C:10]([Cl:13])=[CH:9][CH:8]=1. (3) Given the reactants C1C(=O)N([I:8])C(=O)C1.[CH3:9][O:10][C:11]1[CH:19]=[CH:18][C:14]2[O:15][CH2:16][O:17][C:13]=2[CH:12]=1.C(O)(C(F)(F)F)=O, predict the reaction product. The product is: [I:8][C:19]1[C:11]([O:10][CH3:9])=[CH:12][C:13]2[O:17][CH2:16][O:15][C:14]=2[CH:18]=1. (4) Given the reactants [CH3:1][C:2]1[CH:10]=[C:9]([C:11]([F:14])([F:13])[F:12])[CH:8]=[C:7]([C:15]([F:18])([F:17])[F:16])[C:3]=1[C:4](Cl)=[O:5].FC(F)(F)C1C=C(C(F)(F)F)C=CC=1C(OC)=O.COC1C=C(C(F)(F)F)C=C(C(F)(F)F)C=1C(Cl)=O.[NH2:56][CH:57]([C:64]1[CH:69]=[CH:68][CH:67]=[CH:66][CH:65]=1)[C:58]([N:61]([CH3:63])[CH3:62])([CH3:60])[CH3:59].C(N(CC)CC)C, predict the reaction product. The product is: [CH3:62][N:61]([CH3:63])[C:58]([CH3:59])([CH3:60])[CH:57]([NH:56][C:4](=[O:5])[C:3]1[C:7]([C:15]([F:18])([F:17])[F:16])=[CH:8][C:9]([C:11]([F:14])([F:13])[F:12])=[CH:10][C:2]=1[CH3:1])[C:64]1[CH:69]=[CH:68][CH:67]=[CH:66][CH:65]=1. (5) Given the reactants [CH3:1][C@@:2]1([C:8]2[CH:17]=[CH:16][C:15]3[C:10](=[CH:11][CH:12]=[C:13]([O:18][C:19]4[CH:24]=[CH:23][CH:22]=[C:21]([C:25]([F:28])([F:27])[F:26])[CH:20]=4)[CH:14]=3)[CH:9]=2)[CH2:6][O:5]C(=O)[NH:3]1.C(O)C.[OH-].[Li+].O, predict the reaction product. The product is: [NH2:3][C@@:2]([C:8]1[CH:17]=[CH:16][C:15]2[C:10](=[CH:11][CH:12]=[C:13]([O:18][C:19]3[CH:24]=[CH:23][CH:22]=[C:21]([C:25]([F:26])([F:27])[F:28])[CH:20]=3)[CH:14]=2)[CH:9]=1)([CH3:1])[CH2:6][OH:5]. (6) Given the reactants [F:1][C:2]1[CH:7]=[C:6](B(O)O)[CH:5]=[CH:4][N:3]=1.C([O-])([O-])=O.[Na+].[Na+].Br[C:18]1[N:23]=[C:22]([C:24]2[N:28]3[N:29]=[C:30]([N:33]4[CH2:37][CH2:36][CH2:35][C@@H:34]4[C:38]4[CH:43]=[CH:42][CH:41]=[C:40]([F:44])[CH:39]=4)[CH:31]=[CH:32][C:27]3=[N:26][CH:25]=2)[CH:21]=[CH:20][CH:19]=1, predict the reaction product. The product is: [F:1][C:2]1[CH:7]=[C:6]([C:18]2[CH:19]=[CH:20][CH:21]=[C:22]([C:24]3[N:28]4[N:29]=[C:30]([N:33]5[CH2:37][CH2:36][CH2:35][C@@H:34]5[C:38]5[CH:43]=[CH:42][CH:41]=[C:40]([F:44])[CH:39]=5)[CH:31]=[CH:32][C:27]4=[N:26][CH:25]=3)[N:23]=2)[CH:5]=[CH:4][N:3]=1.